Dataset: Reaction yield outcomes from USPTO patents with 853,638 reactions. Task: Predict the reaction yield, written as a fraction of the theoretical maximum amount of product (1.0 means a 100% yield; for example, 0.34 means a 34% yield). (1) The catalyst is C(#N)C. The yield is 0.220. The reactants are [Cl:1]N1C(=O)CCC1=O.[NH2:9][C:10]1[CH:18]=[CH:17][CH:16]=[C:15]2[C:11]=1[C:12]([CH2:26][CH2:27][CH2:28][O:29][Si:30]([C:33]([CH3:36])([CH3:35])[CH3:34])([CH3:32])[CH3:31])=[N:13][N:14]2[C:19]([O:21][C:22]([CH3:25])([CH3:24])[CH3:23])=[O:20]. The product is [NH2:9][C:10]1[CH:18]=[CH:17][C:16]([Cl:1])=[C:15]2[C:11]=1[C:12]([CH2:26][CH2:27][CH2:28][O:29][Si:30]([C:33]([CH3:36])([CH3:35])[CH3:34])([CH3:31])[CH3:32])=[N:13][N:14]2[C:19]([O:21][C:22]([CH3:25])([CH3:24])[CH3:23])=[O:20]. (2) The reactants are [C:1]([O:5][C:6]([N:8]1[CH2:12][CH:11]=[CH:10][CH2:9]1)=[O:7])([CH3:4])([CH3:3])[CH3:2].C1C=C(Cl)C=C(C(OO)=[O:21])C=1. The catalyst is C(Cl)Cl. The product is [C:1]([O:5][C:6]([N:8]1[CH2:12][CH:11]2[CH:10]([O:21]2)[CH2:9]1)=[O:7])([CH3:4])([CH3:2])[CH3:3]. The yield is 0.870. (3) The reactants are C(OC(=O)[NH:10][C:11]1([C:17]2[CH:22]=[CH:21][CH:20]=[CH:19][CH:18]=2)[CH2:16][CH2:15][CH2:14][CH2:13][CH2:12]1)C1C=CC=CC=1. The catalyst is CO.[Pd]. The product is [C:17]1([C:11]2([NH2:10])[CH2:16][CH2:15][CH2:14][CH2:13][CH2:12]2)[CH:22]=[CH:21][CH:20]=[CH:19][CH:18]=1. The yield is 0.900.